This data is from Forward reaction prediction with 1.9M reactions from USPTO patents (1976-2016). The task is: Predict the product of the given reaction. (1) Given the reactants Br[C:2]1[N:7]=[C:6]([C:8]([NH:10][C:11]2[CH:12]=[N:13][CH:14]=[CH:15][C:16]=2[C@@H:17]2[O:22][C@H:21]([CH3:23])[C@:20]([OH:25])([CH3:24])[C@H:19]([NH:26][C:27](=[O:33])[O:28][C:29]([CH3:32])([CH3:31])[CH3:30])[CH2:18]2)=[O:9])[CH:5]=[CH:4][C:3]=1[F:34].[F:35][C:36]1[CH:37]=[C:38]([NH:52][C:53](=[O:57])[CH:54]([CH3:56])[CH3:55])[CH:39]=[C:40]([F:51])[C:41]=1B1OC(C)(C)C(C)(C)O1, predict the reaction product. The product is: [F:35][C:36]1[CH:37]=[C:38]([NH:52][C:53](=[O:57])[CH:54]([CH3:55])[CH3:56])[CH:39]=[C:40]([F:51])[C:41]=1[C:2]1[N:7]=[C:6]([C:8]([NH:10][C:11]2[CH:12]=[N:13][CH:14]=[CH:15][C:16]=2[C@@H:17]2[O:22][C@H:21]([CH3:23])[C@:20]([OH:25])([CH3:24])[C@H:19]([NH:26][C:27](=[O:33])[O:28][C:29]([CH3:31])([CH3:32])[CH3:30])[CH2:18]2)=[O:9])[CH:5]=[CH:4][C:3]=1[F:34]. (2) Given the reactants C([O:3][C:4]([C:6]1[CH:14]=[CH:13][C:12]2[N:11]([CH2:15][CH:16]([OH:23])[C:17]3[CH:22]=[CH:21][N:20]=[CH:19][CH:18]=3)[C:10]3[CH2:24][CH2:25][NH:26][CH2:27][C:9]=3[C:8]=2[CH:7]=1)=O)C.[H-].[H-].[H-].[H-].[Li+].[Al+3], predict the reaction product. The product is: [OH:3][CH2:4][C:6]1[CH:14]=[CH:13][C:12]2[N:11]([CH2:15][CH:16]([C:17]3[CH:22]=[CH:21][N:20]=[CH:19][CH:18]=3)[OH:23])[C:10]3[CH2:24][CH2:25][NH:26][CH2:27][C:9]=3[C:8]=2[CH:7]=1. (3) Given the reactants [C:1]([C:5]1[C:6]([OH:15])=[C:7]([C:10]([CH3:14])=[C:11]([Cl:13])[CH:12]=1)[CH:8]=O)([CH3:4])([CH3:3])[CH3:2].[NH2:16][C:17]1[CH:22]=[C:21]([Cl:23])[CH:20]=[CH:19][C:18]=1[S:24]([NH2:27])(=[O:26])=[O:25].ClCl, predict the reaction product. The product is: [C:1]([C:5]1[C:6]([OH:15])=[C:7]([C:8]2[NH:27][S:24](=[O:26])(=[O:25])[C:18]3[CH:19]=[CH:20][C:21]([Cl:23])=[CH:22][C:17]=3[N:16]=2)[C:10]([CH3:14])=[C:11]([Cl:13])[CH:12]=1)([CH3:4])([CH3:3])[CH3:2]. (4) Given the reactants [N:1]([C:4]1[CH:11]=[CH:10][C:7]([C:8]#[N:9])=[C:6]([CH3:12])[N:5]=1)=[C:2]=S.C(N(CC)CC)C.Cl.Cl.[NH2:22][CH2:23][C:24]1([OH:32])[CH:29]2[CH2:30][CH2:31][N:26]([CH2:27][CH2:28]2)[CH2:25]1.C(N=C=NC(C)C)(C)C, predict the reaction product. The product is: [N:26]12[CH2:31][CH2:30][CH:29]([CH2:28][CH2:27]1)[C@@:24]1([O:32][C:2]([NH:1][C:4]3[CH:11]=[CH:10][C:7]([C:8]#[N:9])=[C:6]([CH3:12])[N:5]=3)=[N:22][CH2:23]1)[CH2:25]2. (5) Given the reactants [F:1][C:2]1[CH:7]=[CH:6][C:5]([C:8]2[CH:9]=[CH:10][C:11]3[N:12]([C:14]([SH:17])=[N:15][N:16]=3)[CH:13]=2)=[CH:4][CH:3]=1.F[B-](F)(F)F.[N+:23]([C:26]1[CH:31]=[CH:30][C:29]([N+]#N)=[CH:28][CH:27]=1)([O-:25])=[O:24], predict the reaction product. The product is: [F:1][C:2]1[CH:3]=[CH:4][C:5]([C:8]2[CH:9]=[CH:10][C:11]3[N:12]([C:14]([S:17][C:29]4[CH:30]=[CH:31][C:26]([N+:23]([O-:25])=[O:24])=[CH:27][CH:28]=4)=[N:15][N:16]=3)[CH:13]=2)=[CH:6][CH:7]=1. (6) The product is: [NH2:25][C:11]1[C:10]([C:8]2[S:9][C:5]3[CH:4]=[CH:3][C:2]([NH:1][C:35]([NH:34][C:32]4[CH:31]=[CH:30][C:29]([F:37])=[C:28]([Cl:27])[CH:33]=4)=[O:36])=[CH:26][C:6]=3[CH:7]=2)=[CH:15][C:14]([B:16]2[O:20][C:19]([CH3:22])([CH3:21])[C:18]([CH3:24])([CH3:23])[O:17]2)=[CH:13][N:12]=1. Given the reactants [NH2:1][C:2]1[CH:3]=[CH:4][C:5]2[S:9][C:8]([C:10]3[C:11]([NH2:25])=[N:12][CH:13]=[C:14]([B:16]4[O:20][C:19]([CH3:22])([CH3:21])[C:18]([CH3:24])([CH3:23])[O:17]4)[CH:15]=3)=[CH:7][C:6]=2[CH:26]=1.[Cl:27][C:28]1[CH:33]=[C:32]([N:34]=[C:35]=[O:36])[CH:31]=[CH:30][C:29]=1[F:37], predict the reaction product. (7) Given the reactants [F:1][C:2]1[CH:7]=[CH:6][C:5]([CH:8]([OH:29])[CH2:9][CH2:10][N:11]2[CH2:16][CH2:15][CH:14]([C:17]3[CH:18]=[C:19]([NH:23][C:24](=[O:28])[CH:25]([CH3:27])[CH3:26])[CH:20]=[CH:21][CH:22]=3)[CH2:13][CH2:12]2)=[CH:4][CH:3]=1.[F:30][C:31]1[CH:36]=[CH:35][C:34]([F:37])=[CH:33][C:32]=1O, predict the reaction product. The product is: [F:30][C:31]1[CH:36]=[CH:35][C:34]([F:37])=[CH:33][C:32]=1[O:29][CH:8]([C:5]1[CH:4]=[CH:3][C:2]([F:1])=[CH:7][CH:6]=1)[CH2:9][CH2:10][N:11]1[CH2:16][CH2:15][CH:14]([C:17]2[CH:18]=[C:19]([NH:23][C:24](=[O:28])[CH:25]([CH3:26])[CH3:27])[CH:20]=[CH:21][CH:22]=2)[CH2:13][CH2:12]1. (8) The product is: [ClH:21].[F:20][CH:2]([F:1])[C:3]1[C:11]2[C:10]([F:12])([F:13])[CH2:9][CH2:8][C:7]([F:15])([F:14])[C:6]=2[N:5]([CH2:16][C:17]([NH:22][C@H:23]([C:33]2[C:38]([C:39]3[CH:47]=[C:46]4[C:42](=[CH:41][CH:40]=3)[CH2:43][NH:44][C:45]4=[O:48])=[CH:37][CH:36]=[C:35]([C:49]#[C:50][C:51]3[CH:52]=[N:53][CH:54]=[N:55][CH:56]=3)[N:34]=2)[CH2:24][C:25]2[CH:30]=[C:29]([F:31])[CH:28]=[C:27]([F:32])[CH:26]=2)=[O:18])[N:4]=1. Given the reactants [F:1][CH:2]([F:20])[C:3]1[C:11]2[C:10]([F:13])([F:12])[CH2:9][CH2:8][C:7]([F:15])([F:14])[C:6]=2[N:5]([CH2:16][C:17](O)=[O:18])[N:4]=1.[ClH:21].[NH2:22][C@H:23]([C:33]1[C:38]([C:39]2[CH:47]=[C:46]3[C:42]([CH2:43][NH:44][C:45]3=[O:48])=[CH:41][CH:40]=2)=[CH:37][CH:36]=[C:35]([C:49]#[C:50][C:51]2[CH:52]=[N:53][CH:54]=[N:55][CH:56]=2)[N:34]=1)[CH2:24][C:25]1[CH:30]=[C:29]([F:31])[CH:28]=[C:27]([F:32])[CH:26]=1.CN(C(ON1N=NC2C=CC=NC1=2)=[N+](C)C)C.F[P-](F)(F)(F)(F)F.C(N(CC)C(C)C)(C)C, predict the reaction product.